This data is from Reaction yield outcomes from USPTO patents with 853,638 reactions. The task is: Predict the reaction yield, written as a fraction of the theoretical maximum amount of product (1.0 means a 100% yield; for example, 0.34 means a 34% yield). (1) The reactants are [CH3:1][C:2]1([CH3:16])[C:7]2[CH:8]=[C:9](B(O)O)[CH:10]=[CH:11][C:6]=2[NH:5][C:4](=[O:15])[O:3]1.C(=O)([O-])[O-].[Na+].[Na+].[Br-].[Li+].O.CO[CH2:28][CH2:29][O:30][CH3:31]. The catalyst is [Pd].C1(P(C2C=CC=CC=2)C2C=CC=CC=2)C=CC=CC=1.C1(P(C2C=CC=CC=2)C2C=CC=CC=2)C=CC=CC=1.C1(P(C2C=CC=CC=2)C2C=CC=CC=2)C=CC=CC=1.C1(P(C2C=CC=CC=2)C2C=CC=CC=2)C=CC=CC=1.C(OCC)(=O)C. The product is [CH3:1][C:2]1([CH3:16])[O:3][C:4](=[O:15])[NH:5][C:6]2[CH:11]=[CH:10][C:9]([C:9]3[CH:8]=[C:7]([CH:28]=[C:29]([O:30][CH3:31])[CH:10]=3)[C:6]#[N:5])=[CH:8][C:7]1=2. The yield is 0.530. (2) The reactants are [Cl:1][C:2]1[CH:11]=[CH:10][C:5]([C:6]([O:8][CH3:9])=[O:7])=[C:4]([NH:12][CH2:13][CH2:14][CH2:15][OH:16])[C:3]=1[NH:17][C:18](=S)[NH:19][C:20]1[C:25]([Cl:26])=[CH:24][C:23]([O:27][CH3:28])=[CH:22][C:21]=1[Cl:29].Cl.C(N=C=NCCCN(C)C)C.C(N(CC)CC)C. The catalyst is O1CCCC1.C(OCC)(=O)C. The product is [Cl:1][C:2]1[C:3]2[N:17]=[C:18]([NH:19][C:20]3[C:25]([Cl:26])=[CH:24][C:23]([O:27][CH3:28])=[CH:22][C:21]=3[Cl:29])[N:12]([CH2:13][CH2:14][CH2:15][OH:16])[C:4]=2[C:5]([C:6]([O:8][CH3:9])=[O:7])=[CH:10][CH:11]=1. The yield is 0.910. (3) The reactants are [CH2:1]([O:3][C:4](=[O:25])[CH2:5][C:6]1[CH:11]=[C:10]([O:12][CH2:13][C:14]([F:17])([F:16])[F:15])[C:9](I)=[C:8]([O:19][CH2:20][C:21]([F:24])([F:23])[F:22])[CH:7]=1)[CH3:2].[F:26][C:27]([F:38])([F:37])[C:28]1[CH:33]=[CH:32][C:31](B(O)O)=[CH:30][CH:29]=1.[F-].[Cs+].O. The catalyst is COCCOC.C1C=CC([P]([Pd]([P](C2C=CC=CC=2)(C2C=CC=CC=2)C2C=CC=CC=2)([P](C2C=CC=CC=2)(C2C=CC=CC=2)C2C=CC=CC=2)[P](C2C=CC=CC=2)(C2C=CC=CC=2)C2C=CC=CC=2)(C2C=CC=CC=2)C2C=CC=CC=2)=CC=1.CCOC(C)=O. The product is [CH2:1]([O:3][C:4](=[O:25])[CH2:5][C:6]1[CH:11]=[C:10]([O:12][CH2:13][C:14]([F:17])([F:16])[F:15])[C:9]([C:31]2[CH:32]=[CH:33][C:28]([C:27]([F:38])([F:37])[F:26])=[CH:29][CH:30]=2)=[C:8]([O:19][CH2:20][C:21]([F:24])([F:23])[F:22])[CH:7]=1)[CH3:2]. The yield is 0.700.